Dataset: Retrosynthesis with 50K atom-mapped reactions and 10 reaction types from USPTO. Task: Predict the reactants needed to synthesize the given product. (1) The reactants are: CN1CCNCC1.O=C(Nc1ccc(Cl)c(-c2ccccn2)c1)c1ccc(CBr)cc1. Given the product CN1CCN(Cc2ccc(C(=O)Nc3ccc(Cl)c(-c4ccccn4)c3)cc2)CC1, predict the reactants needed to synthesize it. (2) Given the product COc1ccc([C@@H](C)N2CCC[C@H]2c2ccnc(N3CCc4ccccc43)c2)cc1, predict the reactants needed to synthesize it. The reactants are: COc1ccc([C@@H](C)N2CCC[C@H]2c2ccnc(Br)c2)cc1.c1ccc2c(c1)CCN2. (3) Given the product O=Cc1cc(OCc2ccccc2)ccc1O, predict the reactants needed to synthesize it. The reactants are: O=Cc1cc(OCc2ccccc2)ccc1OCc1ccccc1. (4) Given the product CCCCC(=CC(=O)OCC)c1sc2cc(OC)ccc2c1C, predict the reactants needed to synthesize it. The reactants are: CCCCC(=O)c1sc2cc(OC)ccc2c1C.CCOC(=O)CP(=O)(OCC)OCC. (5) Given the product O=S(=O)(Nc1nc2ccccn2c1C1CC1)c1ccccc1, predict the reactants needed to synthesize it. The reactants are: CC(C)(C)OC(=O)N(c1nc2ccccn2c1C1CC1)S(=O)(=O)c1ccccc1. (6) Given the product CCCn1c(=O)c2[nH]c(C34CCC(CCCC(=O)O)(CC3)CC4)nc2n(CCC)c1=O, predict the reactants needed to synthesize it. The reactants are: CCCn1c(=O)c2[nH]c(C34CCC(CCCC(=O)OC)(CC3)CC4)nc2n(CCC)c1=O. (7) Given the product Cc1ccc(S(=O)(=O)OCC[C@]2(O)CCc3cc(F)ccc3[C@H]2C(C)C)cc1, predict the reactants needed to synthesize it. The reactants are: CC(C)[C@@H]1c2ccc(F)cc2CC[C@@]1(O)CCO.Cc1ccc(S(=O)(=O)Cl)cc1. (8) Given the product CC(C)CCNC(=O)CCCc1ccc([N+](=O)[O-])cc1, predict the reactants needed to synthesize it. The reactants are: CC(C)CCN.O=C(Cl)CCCc1ccc([N+](=O)[O-])cc1. (9) The reactants are: COc1ccc(S(=O)(=O)N2CCNCC2)cc1.N#CCBr. Given the product COc1ccc(S(=O)(=O)N2CCN(CC#N)CC2)cc1, predict the reactants needed to synthesize it. (10) Given the product CCS(=O)(=O)c1ccc(Cl)cc1CNC(=O)c1ccc(CN2CC[C@@H](NC(=O)OC)C2)c(C(F)(F)F)c1, predict the reactants needed to synthesize it. The reactants are: CCS(=O)(=O)c1ccc(Cl)cc1CNC(=O)c1ccc(CN2CC[C@@H](N)C2)c(C(F)(F)F)c1.COC(=O)Cl.